From a dataset of Reaction yield outcomes from USPTO patents with 853,638 reactions. Predict the reaction yield, written as a fraction of the theoretical maximum amount of product (1.0 means a 100% yield; for example, 0.34 means a 34% yield). The reactants are Br[C:2]1[CH:3]=[C:4]2[C:24](=[CH:25][CH:26]=1)[C:8]1[NH:9][C:10]([C@@H:12]3[CH2:16][CH2:15][CH2:14][N:13]3[C:17]([O:19][C:20]([CH3:23])([CH3:22])[CH3:21])=[O:18])=[N:11][C:7]=1[CH2:6][CH2:5]2.[B:27]1([B:27]2[O:31][C:30]([CH3:33])([CH3:32])[C:29]([CH3:35])([CH3:34])[O:28]2)[O:31][C:30]([CH3:33])([CH3:32])[C:29]([CH3:35])([CH3:34])[O:28]1.CC([O-])=O.[K+]. The catalyst is O1CCOCC1.C1C=CC(P(C2C=CC=CC=2)[C-]2C=CC=C2)=CC=1.C1C=CC(P(C2C=CC=CC=2)[C-]2C=CC=C2)=CC=1.Cl[Pd]Cl.[Fe+2]. The product is [CH3:34][C:29]1([CH3:35])[C:30]([CH3:33])([CH3:32])[O:31][B:27]([C:2]2[CH:3]=[C:4]3[C:24](=[CH:25][CH:26]=2)[C:8]2[NH:9][C:10]([C@@H:12]4[CH2:16][CH2:15][CH2:14][N:13]4[C:17]([O:19][C:20]([CH3:23])([CH3:22])[CH3:21])=[O:18])=[N:11][C:7]=2[CH2:6][CH2:5]3)[O:28]1. The yield is 0.730.